From a dataset of Reaction yield outcomes from USPTO patents with 853,638 reactions. Predict the reaction yield, written as a fraction of the theoretical maximum amount of product (1.0 means a 100% yield; for example, 0.34 means a 34% yield). The product is [Cl:1][C:2]([Cl:13])([Cl:14])[CH:3]=[CH:4][C:5]([O:7][CH2:8][CH2:9][CH2:10][CH3:11])=[O:6]. The reactants are [Cl:1][C:2]([Cl:14])([Cl:13])[CH2:3][CH:4](Cl)[C:5]([O:7][CH2:8][CH2:9][CH2:10][CH3:11])=[O:6].N12CCCN=C1CCCCC2.O. The yield is 0.760. The catalyst is C1(C)C=CC=CC=1.